Dataset: Peptide-MHC class II binding affinity with 134,281 pairs from IEDB. Task: Regression. Given a peptide amino acid sequence and an MHC pseudo amino acid sequence, predict their binding affinity value. This is MHC class II binding data. (1) The peptide sequence is ILTVSVAVSEGKPTE. The MHC is HLA-DPA10103-DPB10201 with pseudo-sequence HLA-DPA10103-DPB10201. The binding affinity (normalized) is 0.115. (2) The peptide sequence is SQDLEHSWNLNGLQAY. The MHC is DRB1_0401 with pseudo-sequence DRB1_0401. The binding affinity (normalized) is 0.373. (3) The peptide sequence is RDHICLLRPLLWDYI. The MHC is DRB1_0901 with pseudo-sequence DRB1_0901. The binding affinity (normalized) is 0.186. (4) The peptide sequence is ITDTTIGTGDDCISI. The MHC is HLA-DQA10501-DQB10201 with pseudo-sequence HLA-DQA10501-DQB10201. The binding affinity (normalized) is 0.389.